This data is from NCI-60 drug combinations with 297,098 pairs across 59 cell lines. The task is: Regression. Given two drug SMILES strings and cell line genomic features, predict the synergy score measuring deviation from expected non-interaction effect. (1) Drug 1: C1CC(C1)(C(=O)O)C(=O)O.[NH2-].[NH2-].[Pt+2]. Drug 2: CC1=C(C=C(C=C1)NC(=O)C2=CC=C(C=C2)CN3CCN(CC3)C)NC4=NC=CC(=N4)C5=CN=CC=C5. Cell line: LOX IMVI. Synergy scores: CSS=7.67, Synergy_ZIP=-4.50, Synergy_Bliss=-4.18, Synergy_Loewe=-7.19, Synergy_HSA=-7.35. (2) Cell line: MDA-MB-231. Drug 2: C1CNP(=O)(OC1)N(CCCl)CCCl. Drug 1: C1=CC=C(C=C1)NC(=O)CCCCCCC(=O)NO. Synergy scores: CSS=8.60, Synergy_ZIP=-0.520, Synergy_Bliss=2.48, Synergy_Loewe=-9.73, Synergy_HSA=0.940. (3) Drug 1: CNC(=O)C1=CC=CC=C1SC2=CC3=C(C=C2)C(=NN3)C=CC4=CC=CC=N4. Synergy scores: CSS=23.6, Synergy_ZIP=-2.12, Synergy_Bliss=-2.19, Synergy_Loewe=-27.1, Synergy_HSA=-0.304. Cell line: SF-295. Drug 2: CCC1(CC2CC(C3=C(CCN(C2)C1)C4=CC=CC=C4N3)(C5=C(C=C6C(=C5)C78CCN9C7C(C=CC9)(C(C(C8N6C=O)(C(=O)OC)O)OC(=O)C)CC)OC)C(=O)OC)O.OS(=O)(=O)O. (4) Drug 1: CC1OCC2C(O1)C(C(C(O2)OC3C4COC(=O)C4C(C5=CC6=C(C=C35)OCO6)C7=CC(=C(C(=C7)OC)O)OC)O)O. Drug 2: CCCCCOC(=O)NC1=NC(=O)N(C=C1F)C2C(C(C(O2)C)O)O. Cell line: A498. Synergy scores: CSS=32.8, Synergy_ZIP=-9.90, Synergy_Bliss=-2.54, Synergy_Loewe=-1.54, Synergy_HSA=1.36. (5) Drug 1: C1=CN(C(=O)N=C1N)C2C(C(C(O2)CO)O)O.Cl. Drug 2: CC1=C2C(C(=O)C3(C(CC4C(C3C(C(C2(C)C)(CC1OC(=O)C(C(C5=CC=CC=C5)NC(=O)C6=CC=CC=C6)O)O)OC(=O)C7=CC=CC=C7)(CO4)OC(=O)C)O)C)OC(=O)C. Cell line: SK-MEL-28. Synergy scores: CSS=25.1, Synergy_ZIP=-2.54, Synergy_Bliss=1.11, Synergy_Loewe=-5.10, Synergy_HSA=-1.14.